Task: Predict the reactants needed to synthesize the given product.. Dataset: Full USPTO retrosynthesis dataset with 1.9M reactions from patents (1976-2016) Given the product [CH:1]([O:4][C:5]([N:7]1[CH2:12][CH2:11][CH:10]([O:13][C:14]2[C:19]([CH3:20])=[C:18]([O:21][C:22]3[CH:27]=[CH:26][C:25]([CH2:28][C:29](=[O:30])[N:34]([CH3:35])[CH3:33])=[CH:24][C:23]=3[F:32])[N:17]=[CH:16][N:15]=2)[CH2:9][CH2:8]1)=[O:6])([CH3:3])[CH3:2], predict the reactants needed to synthesize it. The reactants are: [CH:1]([O:4][C:5]([N:7]1[CH2:12][CH2:11][CH:10]([O:13][C:14]2[C:19]([CH3:20])=[C:18]([O:21][C:22]3[CH:27]=[CH:26][C:25]([CH2:28][C:29](O)=[O:30])=[CH:24][C:23]=3[F:32])[N:17]=[CH:16][N:15]=2)[CH2:9][CH2:8]1)=[O:6])([CH3:3])[CH3:2].[CH3:33][N:34](C(ON1N=NC2C=CC=NC1=2)=[N+](C)C)[CH3:35].F[P-](F)(F)(F)(F)F.CNC.